Dataset: Forward reaction prediction with 1.9M reactions from USPTO patents (1976-2016). Task: Predict the product of the given reaction. (1) Given the reactants O=[C:2]([CH2:8][C:9](=[O:11])[CH3:10])[C:3]([O:5][CH2:6][CH3:7])=[O:4].Cl.[NH2:13]O.C(=O)(O)[O-].[Na+], predict the reaction product. The product is: [CH3:10][C:9]1[O:11][N:13]=[C:2]([C:3]([O:5][CH2:6][CH3:7])=[O:4])[CH:8]=1. (2) Given the reactants COC1C=CC(C[N:8]2[C:12]3=[N:13][CH:14]=[N:15][C:16]([C:17]4[C:18]([NH:23][C:24]5[C:25]([CH3:43])=[CH:26][CH:27]=[C:28]6[C:33]=5[N:32]=[CH:31][N:30]=[C:29]6[NH:34][C:35]5[CH:42]=[CH:41][C:38]([C:39]#[N:40])=[CH:37][CH:36]=5)=[N:19][CH:20]=[CH:21][CH:22]=4)=[C:11]3[CH:10]=[N:9]2)=CC=1, predict the reaction product. The product is: [NH:8]1[C:12]2=[N:13][CH:14]=[N:15][C:16]([C:17]3[C:18]([NH:23][C:24]4[C:25]([CH3:43])=[CH:26][CH:27]=[C:28]5[C:33]=4[N:32]=[CH:31][N:30]=[C:29]5[NH:34][C:35]4[CH:42]=[CH:41][C:38]([C:39]#[N:40])=[CH:37][CH:36]=4)=[N:19][CH:20]=[CH:21][CH:22]=3)=[C:11]2[CH:10]=[N:9]1. (3) Given the reactants Cl[C:2]1[CH:7]=[C:6]([CH:8]([S:17][C:18]2[CH:23]=[CH:22][C:21]([Cl:24])=[CH:20][CH:19]=2)[C:9]2[CH:14]=[C:13]([F:15])[CH:12]=[CH:11][C:10]=2[F:16])[C:5]([Cl:25])=[CH:4][N:3]=1.[N:26]1([CH2:32][CH2:33][NH2:34])[CH2:31][CH2:30][O:29][CH2:28][CH2:27]1, predict the reaction product. The product is: [Cl:25][C:5]1[C:6]([CH:8]([S:17][C:18]2[CH:19]=[CH:20][C:21]([Cl:24])=[CH:22][CH:23]=2)[C:9]2[CH:14]=[C:13]([F:15])[CH:12]=[CH:11][C:10]=2[F:16])=[CH:7][C:2]([NH:34][CH2:33][CH2:32][N:26]2[CH2:31][CH2:30][O:29][CH2:28][CH2:27]2)=[N:3][CH:4]=1. (4) Given the reactants [C:1]([O:5][C:6]([NH:8][CH2:9][CH2:10][N:11]1[C:20](=[O:21])[C:19]2[C:14](=[CH:15][CH:16]=[CH:17][CH:18]=2)[N:13]([CH2:22][C:23](O)=[O:24])[C:12]1=[O:26])=[O:7])([CH3:4])([CH3:3])[CH3:2].[Cl:27][C:28]1[C:29]([O:37][CH3:38])=[CH:30][C:31]([O:35][CH3:36])=[C:32]([CH:34]=1)[NH2:33], predict the reaction product. The product is: [C:1]([O:5][C:6](=[O:7])[NH:8][CH2:9][CH2:10][N:11]1[C:20](=[O:21])[C:19]2[C:14](=[CH:15][CH:16]=[CH:17][CH:18]=2)[N:13]([CH2:22][C:23](=[O:24])[NH:33][C:32]2[CH:34]=[C:28]([Cl:27])[C:29]([O:37][CH3:38])=[CH:30][C:31]=2[O:35][CH3:36])[C:12]1=[O:26])([CH3:2])([CH3:4])[CH3:3].